This data is from Forward reaction prediction with 1.9M reactions from USPTO patents (1976-2016). The task is: Predict the product of the given reaction. (1) Given the reactants Cl.Cl[C:3]1[N:8]=[C:7]([NH:9][CH:10]2[CH2:15][C:14]([CH3:17])([CH3:16])[NH:13][C:12]([CH3:19])([CH3:18])[CH2:11]2)[C:6]([F:20])=[CH:5][N:4]=1.[CH:21]1([C:24]2[C:29]([N:30]3[C:34]([CH:35]4[CH2:37][CH2:36]4)=[N:33][N:32]=[N:31]3)=[CH:28][C:27]([NH2:38])=[C:26]([F:39])[CH:25]=2)[CH2:23][CH2:22]1, predict the reaction product. The product is: [CH:21]1([C:24]2[C:29]([N:30]3[C:34]([CH:35]4[CH2:37][CH2:36]4)=[N:33][N:32]=[N:31]3)=[CH:28][C:27]([NH:38][C:3]3[N:8]=[C:7]([NH:9][CH:10]4[CH2:15][C:14]([CH3:17])([CH3:16])[NH:13][C:12]([CH3:19])([CH3:18])[CH2:11]4)[C:6]([F:20])=[CH:5][N:4]=3)=[C:26]([F:39])[CH:25]=2)[CH2:23][CH2:22]1. (2) Given the reactants [Cl:1][C:2]1[CH:33]=[CH:32][C:5]([CH2:6][CH2:7][NH:8][C:9]([C:11]2[CH:31]=[CH:30][C:14]([O:15][C:16]3[CH:25]=[C:24]4[C:19]([CH:20]([C:26]([O:28]C)=[O:27])[CH2:21][CH2:22][O:23]4)=[CH:18][CH:17]=3)=[CH:13][CH:12]=2)=[O:10])=[CH:4][CH:3]=1.CO.[OH-].[Na+], predict the reaction product. The product is: [Cl:1][C:2]1[CH:3]=[CH:4][C:5]([CH2:6][CH2:7][NH:8][C:9]([C:11]2[CH:12]=[CH:13][C:14]([O:15][C:16]3[CH:25]=[C:24]4[C:19]([CH:20]([C:26]([OH:28])=[O:27])[CH2:21][CH2:22][O:23]4)=[CH:18][CH:17]=3)=[CH:30][CH:31]=2)=[O:10])=[CH:32][CH:33]=1.